From a dataset of Full USPTO retrosynthesis dataset with 1.9M reactions from patents (1976-2016). Predict the reactants needed to synthesize the given product. Given the product [CH:12]1([N:15]2[CH2:20][C:19]3([CH2:25][CH2:24][N:23]([S:26]([C:29]4[CH:30]=[CH:31][C:32]([C:2]5[CH:3]=[CH:4][C:5]6[S:9][C:8]([CH3:10])=[N:7][C:6]=6[CH:11]=5)=[CH:33][CH:34]=4)(=[O:27])=[O:28])[CH2:22][CH2:21]3)[O:18][CH2:17][C:16]2=[O:44])[CH2:13][CH2:14]1, predict the reactants needed to synthesize it. The reactants are: Br[C:2]1[CH:3]=[CH:4][C:5]2[S:9][C:8]([CH3:10])=[N:7][C:6]=2[CH:11]=1.[CH:12]1([N:15]2[CH2:20][C:19]3([CH2:25][CH2:24][N:23]([S:26]([C:29]4[CH:34]=[CH:33][C:32](B5OC(C)(C)C(C)(C)O5)=[CH:31][CH:30]=4)(=[O:28])=[O:27])[CH2:22][CH2:21]3)[O:18][CH2:17][C:16]2=[O:44])[CH2:14][CH2:13]1.